This data is from Full USPTO retrosynthesis dataset with 1.9M reactions from patents (1976-2016). The task is: Predict the reactants needed to synthesize the given product. (1) Given the product [CH2:2]([N:17]1[CH2:18][CH2:19][C:14]2[CH:13]=[C:12]([NH:11][C:8](=[O:10])[CH3:9])[S:20][C:15]=2[CH2:16]1)[CH3:3], predict the reactants needed to synthesize it. The reactants are: F[C:2](F)(F)[C:3]([O-])=O.[C:8]([NH:11][C:12]1[S:20][C:15]2[CH2:16][NH2+:17][CH2:18][CH2:19][C:14]=2[CH:13]=1)(=[O:10])[CH3:9].C(=O)C.C(O[BH-](OC(=O)C)OC(=O)C)(=O)C.[Na+]. (2) Given the product [CH3:10][O:9][C:5]1[CH:4]=[C:3]([CH:1]2[CH2:2][O:13]2)[CH:8]=[CH:7][CH:6]=1, predict the reactants needed to synthesize it. The reactants are: [CH:1]([C:3]1[CH:4]=[C:5]([O:9][CH3:10])[CH:6]=[CH:7][CH:8]=1)=[CH2:2].C(O)(=[O:13])C.BrN1C(=O)CCC1=O.[OH-].[Na+]. (3) Given the product [CH3:1][C:2]1[C:6]([C:7]2[CH:8]=[C:9]3[C:13](=[CH:14][CH:15]=2)[NH:12][C:11](=[O:16])[C:10]3([N:17]2[CH2:22][CH2:21][N:20]([CH2:31][C:32]([O:34][CH2:35][CH3:36])=[O:33])[CH2:19][CH2:18]2)[C:23]2[CH:24]=[CH:25][CH:26]=[CH:27][CH:28]=2)=[C:5]([CH3:29])[O:4][N:3]=1, predict the reactants needed to synthesize it. The reactants are: [CH3:1][C:2]1[C:6]([C:7]2[CH:8]=[C:9]3[C:13](=[CH:14][CH:15]=2)[NH:12][C:11](=[O:16])[C:10]3([C:23]2[CH:28]=[CH:27][CH:26]=[CH:25][CH:24]=2)[N:17]2[CH2:22][CH2:21][NH:20][CH2:19][CH2:18]2)=[C:5]([CH3:29])[O:4][N:3]=1.Br[CH2:31][C:32]([O:34][CH2:35][CH3:36])=[O:33].C(=O)([O-])[O-].[K+].[K+].[NH4+].[Cl-]. (4) Given the product [CH3:1][C:2]1[S:3][C:4]2[CH2:5][NH:6][CH2:7][C:8]([CH3:12])([CH3:11])[C:9]=2[N:10]=1, predict the reactants needed to synthesize it. The reactants are: [CH3:1][C:2]1[S:3][C:4]2[CH2:5][N:6](S(C3C=CC(C)=CC=3)(=O)=O)[CH2:7][C:8]([CH3:12])([CH3:11])[C:9]=2[N:10]=1.Br.C1(O)C=CC=CC=1.